Dataset: Reaction yield outcomes from USPTO patents with 853,638 reactions. Task: Predict the reaction yield, written as a fraction of the theoretical maximum amount of product (1.0 means a 100% yield; for example, 0.34 means a 34% yield). (1) The reactants are C(NC(C)C)(C)C.[Li]CCCC.CCCCCC.[CH3:19][CH:20]1[N:25]([CH2:26][C:27]2[CH:32]=[CH:31][CH:30]=[CH:29][CH:28]=2)[CH:24]([C:33]#[N:34])[CH2:23][CH2:22][CH2:21]1.[O:35]=[C:36]1[CH2:39][N:38]([C:40]([O:42][C:43]([CH3:46])([CH3:45])[CH3:44])=[O:41])[CH2:37]1. The catalyst is C1COCC1. The product is [C:33]([C:24]1([C:36]2([OH:35])[CH2:37][N:38]([C:40]([O:42][C:43]([CH3:45])([CH3:44])[CH3:46])=[O:41])[CH2:39]2)[CH2:23][CH2:22][CH2:21][CH:20]([CH3:19])[N:25]1[CH2:26][C:27]1[CH:32]=[CH:31][CH:30]=[CH:29][CH:28]=1)#[N:34]. The yield is 0.0700. (2) The reactants are Br[CH2:2][C:3]([C:5]12[CH2:14][CH:9]3[CH2:10][CH:11]([CH2:13][CH:7]([CH2:8]3)[CH2:6]1)[CH2:12]2)=[O:4].[Cl:15][C:16]1[CH:21]=[CH:20][C:19]([Cl:22])=[CH:18][C:17]=1[SH:23]. The catalyst is C(#N)C.C(N(CC)CC)C. The product is [C:5]12([C:3](=[O:4])[CH2:2][S:23][C:17]3[CH:18]=[C:19]([Cl:22])[CH:20]=[CH:21][C:16]=3[Cl:15])[CH2:14][CH:9]3[CH2:10][CH:11]([CH2:13][CH:7]([CH2:8]3)[CH2:6]1)[CH2:12]2. The yield is 0.790. (3) The reactants are [CH2:1]([O:8][C:9]1[CH:14]=[C:13]([O:15][CH2:16][C:17]2[CH:22]=[CH:21][CH:20]=[CH:19][CH:18]=2)[C:12]([CH:23]([CH3:25])[CH3:24])=[CH:11][C:10]=1[C:26]1[O:30][N:29]=[C:28]([C:31]([NH:33][CH2:34][CH3:35])=[O:32])[C:27]=1I)[C:2]1[CH:7]=[CH:6][CH:5]=[CH:4][CH:3]=1.[CH3:37][N:38]1[CH:42]=[C:41]([Sn](CCCC)(CCCC)CCCC)[CH:40]=[N:39]1. The catalyst is C1C=CC([P]([Pd]([P](C2C=CC=CC=2)(C2C=CC=CC=2)C2C=CC=CC=2)([P](C2C=CC=CC=2)(C2C=CC=CC=2)C2C=CC=CC=2)[P](C2C=CC=CC=2)(C2C=CC=CC=2)C2C=CC=CC=2)(C2C=CC=CC=2)C2C=CC=CC=2)=CC=1. The product is [CH2:1]([O:8][C:9]1[CH:14]=[C:13]([O:15][CH2:16][C:17]2[CH:22]=[CH:21][CH:20]=[CH:19][CH:18]=2)[C:12]([CH:23]([CH3:25])[CH3:24])=[CH:11][C:10]=1[C:26]1[O:30][N:29]=[C:28]([C:31]([NH:33][CH2:34][CH3:35])=[O:32])[C:27]=1[C:41]1[CH:40]=[N:39][N:38]([CH3:37])[CH:42]=1)[C:2]1[CH:7]=[CH:6][CH:5]=[CH:4][CH:3]=1. The yield is 0.750. (4) The reactants are [Cl:1][C:2]1[CH:11]=[C:10]([O:12][CH3:13])[C:9]([Cl:14])=[CH:8][C:3]=1[C:4](OC)=[O:5].[NH2:15][NH2:16].O. The catalyst is C(O)C. The product is [Cl:1][C:2]1[CH:11]=[C:10]([O:12][CH3:13])[C:9]([Cl:14])=[CH:8][C:3]=1[C:4]([NH:15][NH2:16])=[O:5]. The yield is 0.800. (5) The reactants are [CH3:1][NH:2][C:3](=O)[CH2:4][CH:5]([C:12]1[CH:13]=[C:14]2[C:18](=[CH:19][CH:20]=1)[NH:17][C:16](C)=[CH:15]2)[C:6]1[CH:11]=[CH:10][CH:9]=[CH:8][CH:7]=1.N1C2C(=CC=CC=2C(C2C=CC=CC=2)CCNC)C=[CH:24]1. No catalyst specified. The product is [CH3:1][NH:2][CH2:3][CH2:4][CH:5]([C:12]1[CH:13]=[C:14]2[C:18](=[CH:19][CH:20]=1)[NH:17][CH:16]=[C:15]2[CH3:24])[C:6]1[CH:7]=[CH:8][CH:9]=[CH:10][CH:11]=1. The yield is 0.680.